From a dataset of Serine/threonine kinase 33 screen with 319,792 compounds. Binary Classification. Given a drug SMILES string, predict its activity (active/inactive) in a high-throughput screening assay against a specified biological target. The drug is S(c1n(c2ccccc2)cnn1)CC(=O)/C(=C(\N)C)C#N. The result is 0 (inactive).